This data is from Full USPTO retrosynthesis dataset with 1.9M reactions from patents (1976-2016). The task is: Predict the reactants needed to synthesize the given product. (1) Given the product [CH3:7][N:8]1[CH:12]=[CH:11][C:10]([NH:13][C:14]([C:16]2[CH:26]=[C:25]([O:27][CH2:29][CH:30]3[CH2:32][CH2:31]3)[C:19]3[CH2:20][C:21]([CH3:24])([CH3:23])[O:22][C:18]=3[CH:17]=2)=[O:15])=[N:9]1, predict the reactants needed to synthesize it. The reactants are: C(=O)([O-])[O-].[Cs+].[Cs+].[CH3:7][N:8]1[CH:12]=[CH:11][C:10]([NH:13][C:14]([C:16]2[CH:26]=[C:25]([OH:27])[C:19]3[CH2:20][C:21]([CH3:24])([CH3:23])[O:22][C:18]=3[CH:17]=2)=[O:15])=[N:9]1.Cl[CH2:29][CH:30]1[CH2:32][CH2:31]1. (2) Given the product [F:30][C:25]1[CH:26]=[N:27][CH:28]=[CH:29][C:24]=1[C:18]1[N:17]=[C:16]([O:14][CH2:13][C@H:10]2[CH2:11][CH2:12][N:8]([C:5]3[CH:6]=[CH:7][S:3][CH:4]=3)[CH2:9]2)[N:21]([CH3:22])[C:20](=[O:23])[CH:19]=1, predict the reactants needed to synthesize it. The reactants are: [H-].[Na+].[S:3]1[CH:7]=[CH:6][C:5]([N:8]2[CH2:12][CH2:11][C@H:10]([CH2:13][OH:14])[CH2:9]2)=[CH:4]1.Cl[C:16]1[N:21]([CH3:22])[C:20](=[O:23])[CH:19]=[C:18]([C:24]2[CH:29]=[CH:28][N:27]=[CH:26][C:25]=2[F:30])[N:17]=1.